From a dataset of Reaction yield outcomes from USPTO patents with 853,638 reactions. Predict the reaction yield, written as a fraction of the theoretical maximum amount of product (1.0 means a 100% yield; for example, 0.34 means a 34% yield). (1) The reactants are [C:1]([C:4]1[CH:5]=[C:6]([NH:10][C:11]([NH:13][C@@H:14]2[CH2:19][CH2:18][NH:17][CH2:16][C@@H:15]2[CH2:20][N:21]2[CH2:26][CH2:25][CH2:24][C@@H:23]([CH2:27][C:28]3[CH:33]=[CH:32][C:31]([F:34])=[CH:30][CH:29]=3)[CH2:22]2)=[O:12])[CH:7]=[CH:8][CH:9]=1)(=[O:3])[CH3:2].C(N(CC)CC)C.[C:42](Cl)(=[O:47])[C:43]([CH3:46])([CH3:45])[CH3:44]. The catalyst is ClCCl. The product is [C:1]([C:4]1[CH:5]=[C:6]([NH:10][C:11]([NH:13][C@@H:14]2[CH2:19][CH2:18][N:17]([C:42](=[O:47])[C:43]([CH3:46])([CH3:45])[CH3:44])[CH2:16][C@H:15]2[CH2:20][N:21]2[CH2:26][CH2:25][CH2:24][C@@H:23]([CH2:27][C:28]3[CH:29]=[CH:30][C:31]([F:34])=[CH:32][CH:33]=3)[CH2:22]2)=[O:12])[CH:7]=[CH:8][CH:9]=1)(=[O:3])[CH3:2]. The yield is 0.380. (2) The reactants are [CH3:1][C:2]1[C:10]([NH:11][C:12](=[O:27])[C:13]2[CH:18]=[C:17]([N:19]3[CH2:24][CH2:23][C:22](=[O:25])[CH2:21][CH2:20]3)[CH:16]=[CH:15][C:14]=2[CH3:26])=[C:9]([CH3:28])[CH:8]=[CH:7][C:3]=1[C:4]([OH:6])=[O:5].[BH4-].[Na+]. The catalyst is CO. The product is [OH:25][CH:22]1[CH2:23][CH2:24][N:19]([C:17]2[CH:16]=[CH:15][C:14]([CH3:26])=[C:13]([CH:18]=2)[C:12]([NH:11][C:10]2[C:2]([CH3:1])=[C:3]([CH:7]=[CH:8][C:9]=2[CH3:28])[C:4]([OH:6])=[O:5])=[O:27])[CH2:20][CH2:21]1. The yield is 0.819. (3) The reactants are [Cl:1][C:2]1[CH:3]=[N+:4]([O-:34])[CH:5]=[C:6]([Cl:33])[C:7]=1[CH2:8][C@@H:9]([C:18]1[CH:23]=[CH:22][C:21]([O:24][CH:25]([F:27])[F:26])=[C:20]([O:28][CH2:29][CH:30]2[CH2:32][CH2:31]2)[CH:19]=1)[O:10][C:11]([CH:13]1[NH:17][CH2:16][CH2:15][S:14]1)=[O:12].Cl[S:36]([C:39]1[CH:40]=[CH:41][C:42]([O:48][CH3:49])=[C:43]([CH:47]=1)[C:44]([OH:46])=[O:45])(=[O:38])=[O:37]. The catalyst is N1C=CC=CC=1. The product is [C:44]([C:43]1[CH:47]=[C:39]([S:36]([N:17]2[CH2:16][CH2:15][S:14][CH:13]2[C:11]([O:10][C@H:9]([C:18]2[CH:23]=[CH:22][C:21]([O:24][CH:25]([F:27])[F:26])=[C:20]([O:28][CH2:29][CH:30]3[CH2:32][CH2:31]3)[CH:19]=2)[CH2:8][C:7]2[C:6]([Cl:33])=[CH:5][N+:4]([O-:34])=[CH:3][C:2]=2[Cl:1])=[O:12])(=[O:37])=[O:38])[CH:40]=[CH:41][C:42]=1[O:48][CH3:49])([OH:46])=[O:45]. The yield is 0.830. (4) The reactants are [Li][CH2:2]CCC.CC(C)=O.C(=O)=O.[CH:13]1[C:18]([CH:19]=[O:20])=[CH:17][C:16]2[O:21][CH2:22][O:23][C:15]=2[CH:14]=1.CI.Cl. The catalyst is C1COCC1. The product is [CH3:2][C:17]1[C:16]2[O:21][CH2:22][O:23][C:15]=2[CH:14]=[CH:13][C:18]=1[CH:19]=[O:20]. The yield is 0.681. (5) The reactants are [CH2:1]1[NH:6][CH2:5][CH2:4][N:3]([CH2:7]CCO)[CH2:2]1.CCN(C(C)C)C(C)C.Cl[C:21]([O:23][C:24]1[CH:29]=[CH:28]C([N+]([O-])=O)=CC=1)=[O:22].[CH:33]1[CH:34]=[CH:35][C:36]([N:39]2[CH2:44][CH2:43][NH:42][CH2:41][CH2:40]2)=[CH:37][CH:38]=1. The catalyst is C(Cl)Cl. The yield is 0.110. The product is [C:36]1([N:39]2[CH2:40][CH2:41][N:42]([C:21]([O:23][CH2:24][CH2:29][CH2:28][N:6]3[CH2:5][CH2:4][N:3]([CH3:7])[CH2:2][CH2:1]3)=[O:22])[CH2:43][CH2:44]2)[CH:35]=[CH:34][CH:33]=[CH:38][CH:37]=1.